From a dataset of NCI-60 drug combinations with 297,098 pairs across 59 cell lines. Regression. Given two drug SMILES strings and cell line genomic features, predict the synergy score measuring deviation from expected non-interaction effect. (1) Drug 1: CC(CN1CC(=O)NC(=O)C1)N2CC(=O)NC(=O)C2. Drug 2: CN1C(=O)N2C=NC(=C2N=N1)C(=O)N. Cell line: SF-295. Synergy scores: CSS=33.2, Synergy_ZIP=-8.26, Synergy_Bliss=1.74, Synergy_Loewe=2.61, Synergy_HSA=3.42. (2) Drug 1: CC12CCC3C(C1CCC2=O)CC(=C)C4=CC(=O)C=CC34C. Drug 2: CC1C(C(CC(O1)OC2CC(CC3=C2C(=C4C(=C3O)C(=O)C5=CC=CC=C5C4=O)O)(C(=O)C)O)N)O. Cell line: SNB-19. Synergy scores: CSS=39.2, Synergy_ZIP=3.51, Synergy_Bliss=3.38, Synergy_Loewe=-9.64, Synergy_HSA=3.39. (3) Drug 1: C1CCC(C(C1)N)N.C(=O)(C(=O)[O-])[O-].[Pt+4]. Drug 2: CC(C)CN1C=NC2=C1C3=CC=CC=C3N=C2N. Cell line: KM12. Synergy scores: CSS=11.5, Synergy_ZIP=-4.45, Synergy_Bliss=-0.730, Synergy_Loewe=-3.14, Synergy_HSA=-2.55. (4) Drug 1: CC(C)(C#N)C1=CC(=CC(=C1)CN2C=NC=N2)C(C)(C)C#N. Drug 2: C1=NNC2=C1C(=O)NC=N2. Cell line: MDA-MB-231. Synergy scores: CSS=3.73, Synergy_ZIP=-2.56, Synergy_Bliss=-1.33, Synergy_Loewe=-4.46, Synergy_HSA=-1.35. (5) Drug 1: CS(=O)(=O)CCNCC1=CC=C(O1)C2=CC3=C(C=C2)N=CN=C3NC4=CC(=C(C=C4)OCC5=CC(=CC=C5)F)Cl. Drug 2: C1C(C(OC1N2C=NC(=NC2=O)N)CO)O. Cell line: UACC62. Synergy scores: CSS=2.69, Synergy_ZIP=-0.550, Synergy_Bliss=1.95, Synergy_Loewe=-3.20, Synergy_HSA=-1.80.